From a dataset of Reaction yield outcomes from USPTO patents with 853,638 reactions. Predict the reaction yield, written as a fraction of the theoretical maximum amount of product (1.0 means a 100% yield; for example, 0.34 means a 34% yield). (1) The reactants are [CH2:1]([O:8][C:9]1[CH:10]=[C:11]([CH:14]=[CH:15][CH:16]=1)[CH2:12]O)[C:2]1[CH:7]=[CH:6][CH:5]=[CH:4][CH:3]=1.CS([Cl:21])(=O)=O.C(N(CC)CC)C. The catalyst is ClCCl. The product is [CH2:1]([O:8][C:9]1[CH:16]=[CH:15][CH:14]=[C:11]([CH2:12][Cl:21])[CH:10]=1)[C:2]1[CH:7]=[CH:6][CH:5]=[CH:4][CH:3]=1. The yield is 0.670. (2) The reactants are Cl[CH:2]([CH:13]1[CH2:18][CH2:17][CH2:16][CH2:15][CH2:14]1)[C:3]1[S:4][C:5]2[CH:12]=[CH:11][CH:10]=[CH:9][C:6]=2[C:7]=1[CH3:8].[NH2:19][C:20]1[CH:21]=[CH:22][C:23]([C:26]([O:28][CH3:29])=[O:27])=[N:24][CH:25]=1.[I-].[Na+].C(=O)([O-])[O-].[Na+].[Na+].[Cl-].[NH4+]. The catalyst is CN(C)C=O. The product is [CH:13]1([CH:2]([NH:19][C:20]2[CH:21]=[CH:22][C:23]([C:26]([O:28][CH3:29])=[O:27])=[N:24][CH:25]=2)[C:3]2[S:4][C:5]3[CH:12]=[CH:11][CH:10]=[CH:9][C:6]=3[C:7]=2[CH3:8])[CH2:18][CH2:17][CH2:16][CH2:15][CH2:14]1. The yield is 0.490. (3) The reactants are Cl[C:2](OCC)=[O:3].[NH2:7][N:8]1[CH:12]=[CH:11][CH:10]=[C:9]1[C:13]([NH2:15])=[O:14].N1C=CC=CC=1. The catalyst is O1CCOCC1. The product is [NH:7]1[C:2](=[O:3])[NH:15][C:13](=[O:14])[C:9]2=[CH:10][CH:11]=[CH:12][N:8]12. The yield is 0.630. (4) The reactants are C(OP([CH2:9][C:10]([O:12][CH2:13][CH3:14])=[O:11])(OCC)=O)C.[H-].[Na+].[CH3:17][N:18]1[C:22]([N:23]2[C:27]3=[N:28][CH:29]=[CH:30][CH:31]=[C:26]3[CH:25]=[CH:24]2)=[C:21]([CH:32]=O)[C:20]([CH3:34])=[N:19]1.O. The catalyst is O1CCCC1. The product is [CH3:17][N:18]1[C:22]([N:23]2[C:27]3=[N:28][CH:29]=[CH:30][CH:31]=[C:26]3[CH:25]=[CH:24]2)=[C:21](/[CH:32]=[CH:9]/[C:10]([O:12][CH2:13][CH3:14])=[O:11])[C:20]([CH3:34])=[N:19]1. The yield is 0.920. (5) The reactants are Br[C:2]1[CH:7]=[CH:6][C:5]([N+:8]([O-:10])=[O:9])=[CH:4][C:3]=1[C:11]([F:14])([F:13])[F:12].O1CCOCC1.CC1(C)C(C)(C)OB([C:29]2[CH2:34][CH2:33][N:32]([C:35]([O:37][C:38]([CH3:41])([CH3:40])[CH3:39])=[O:36])[CH2:31][CH:30]=2)O1.C(=O)(O)[O-].[Na+]. The catalyst is C1C=CC([P]([Pd]([P](C2C=CC=CC=2)(C2C=CC=CC=2)C2C=CC=CC=2)([P](C2C=CC=CC=2)(C2C=CC=CC=2)C2C=CC=CC=2)[P](C2C=CC=CC=2)(C2C=CC=CC=2)C2C=CC=CC=2)(C2C=CC=CC=2)C2C=CC=CC=2)=CC=1.CCOC(C)=O. The product is [N+:8]([C:5]1[CH:6]=[CH:7][C:2]([C:29]2[CH2:34][CH2:33][N:32]([C:35]([O:37][C:38]([CH3:41])([CH3:40])[CH3:39])=[O:36])[CH2:31][CH:30]=2)=[C:3]([C:11]([F:14])([F:13])[F:12])[CH:4]=1)([O-:10])=[O:9]. The yield is 0.840. (6) The reactants are [Cl:1][C:2]1[CH:24]=[C:23]([Cl:25])[CH:22]=[CH:21][C:3]=1[CH2:4][N:5]1[C:9]([C:10](OCC)=[O:11])=[CH:8][C:7]([C:15]2[CH:20]=[CH:19][CH:18]=[CH:17][CH:16]=2)=[N:6]1.[H-].C([Al+]CC(C)C)C(C)C.CO.[C@H](O)(C([O-])=O)[C@@H](O)C([O-])=O.[Na+].[K+]. The catalyst is O1CCCC1.C1(C)C=CC=CC=1. The product is [Cl:1][C:2]1[CH:24]=[C:23]([Cl:25])[CH:22]=[CH:21][C:3]=1[CH2:4][N:5]1[C:9]([CH2:10][OH:11])=[CH:8][C:7]([C:15]2[CH:20]=[CH:19][CH:18]=[CH:17][CH:16]=2)=[N:6]1. The yield is 0.920. (7) The product is [C:8]([C:4]1[CH:3]=[C:2]([NH:1][C:31]([N:21]2[CH2:22][CH2:23][N:24]([C:25]3[CH:30]=[CH:29][CH:28]=[CH:27][CH:26]=3)[C:20]2=[O:19])=[O:32])[CH:7]=[CH:6][CH:5]=1)#[CH:9]. The reactants are [NH2:1][C:2]1[CH:3]=[C:4]([C:8]#[CH:9])[CH:5]=[CH:6][CH:7]=1.C(N(C(C)C)CC)(C)C.[O:19]=[C:20]1[N:24]([C:25]2[CH:30]=[CH:29][CH:28]=[CH:27][CH:26]=2)[CH2:23][CH2:22][N:21]1[C:31](Cl)=[O:32]. The catalyst is ClCCl. The yield is 0.910. (8) The reactants are C(=O)([O-])[O-].[K+].[K+].[CH3:7][O:8][C:9](=[O:30])[C:10]1[CH:15]=[CH:14][C:13]([OH:16])=[C:12]([NH:17][S:18]([C:21]2[CH:26]=[C:25]([Cl:27])[CH:24]=[CH:23][C:22]=2[O:28][CH3:29])(=[O:20])=[O:19])[CH:11]=1.Br[CH2:32][CH2:33][CH2:34]Br. The catalyst is CN(C)C=O. The product is [CH3:7][O:8][C:9]([C:10]1[CH:15]=[CH:14][C:13]2[O:16][CH2:34][CH2:33][CH2:32][N:17]([S:18]([C:21]3[CH:26]=[C:25]([Cl:27])[CH:24]=[CH:23][C:22]=3[O:28][CH3:29])(=[O:19])=[O:20])[C:12]=2[CH:11]=1)=[O:30]. The yield is 0.900. (9) The reactants are [CH3:1][N:2]1[CH2:7][CH2:6][NH:5][CH2:4][CH2:3]1.C1C=CC2N(O)N=NC=2C=1.CCN=C=NCCCN(C)C.Cl.[I:30][C:31]1[CH:32]=[C:33]([CH:37]=[CH:38][CH:39]=1)[C:34]([OH:36])=O. The catalyst is C(Cl)Cl. The product is [I:30][C:31]1[CH:32]=[C:33]([C:34]([N:5]2[CH2:6][CH2:7][N:2]([CH3:1])[CH2:3][CH2:4]2)=[O:36])[CH:37]=[CH:38][CH:39]=1. The yield is 0.960. (10) The reactants are [NH2:1][C@@H:2]1[CH2:6][CH2:5][N:4]([C:7]([C:9]2[CH:10]=[C:11]([CH:24]=[CH:25][C:26]=2[F:27])[CH2:12][C:13]2[C:22]3[C:17](=[CH:18][CH:19]=[CH:20][CH:21]=3)[C:16](=[O:23])[NH:15][N:14]=2)=[O:8])[CH2:3]1.[CH:28](=O)[C:29]1[CH:34]=[CH:33][CH:32]=[N:31][CH:30]=1.C(O[BH-](OC(=O)C)OC(=O)C)(=O)C.[Na+]. No catalyst specified. The product is [F:27][C:26]1[CH:25]=[CH:24][C:11]([CH2:12][C:13]2[C:22]3[C:17](=[CH:18][CH:19]=[CH:20][CH:21]=3)[C:16](=[O:23])[NH:15][N:14]=2)=[CH:10][C:9]=1[C:7]([N:4]1[CH2:5][CH2:6][C@@H:2]([NH:1][CH2:28][C:29]2[CH:30]=[N:31][CH:32]=[CH:33][CH:34]=2)[CH2:3]1)=[O:8]. The yield is 0.820.